Dataset: Human liver microsome stability data. Task: Regression/Classification. Given a drug SMILES string, predict its absorption, distribution, metabolism, or excretion properties. Task type varies by dataset: regression for continuous measurements (e.g., permeability, clearance, half-life) or binary classification for categorical outcomes (e.g., BBB penetration, CYP inhibition). Dataset: hlm. (1) The compound is C=C(C)[C@@H]1CC[C@]2(NCCN3CCC(F)(F)CC3)CC[C@]3(C)[C@H](CC[C@@H]4[C@@]5(C)CC=C(c6ccc(C(=O)O)cc6)C(C)(C)[C@@H]5CC[C@]43C)[C@@H]12. The result is 0 (unstable in human liver microsomes). (2) The drug is CNc1nc(NCCCN2CCOCC2)c2sc(-c3ccc(C(F)(F)F)cc3)cc2n1. The result is 1 (stable in human liver microsomes). (3) The drug is COc1ccc(Oc2cccc(-c3c(C)cnc4c(C(F)(F)F)cccc34)c2)cc1S(C)(=O)=O. The result is 0 (unstable in human liver microsomes). (4) The molecule is Cn1c(-c2ccccn2)c(C2CCCCC2)c2ccc(C(=O)N[C@@]3(C(=O)Nc4ccc(C=CC(=O)O)cc4)CCCNC3)cc21. The result is 0 (unstable in human liver microsomes). (5) The molecule is Nc1ncc(-c2ccc(C(=O)N3CCOCC3)cc2)cc1-c1ccc(C(F)(F)F)cc1. The result is 0 (unstable in human liver microsomes). (6) The drug is O=S(=O)(NCc1ccc(-c2ccc(F)cc2)cc1F)c1cc2cc(Cl)ccc2[nH]1. The result is 0 (unstable in human liver microsomes). (7) The molecule is Cc1ccc(NC(=O)c2ccc(CN3CCN(C)CC3)cc2)cc1Nc1nccc(-c2cccnc2)n1. The result is 0 (unstable in human liver microsomes).